This data is from Full USPTO retrosynthesis dataset with 1.9M reactions from patents (1976-2016). The task is: Predict the reactants needed to synthesize the given product. (1) Given the product [OH:6][CH2:7][C@H:8]1[N:18]2[C:19]3[N:10]([C:11](=[O:21])[CH:12]=[CH:13][C:14]=3[N:15]=[CH:16][C:17]2=[O:20])[CH2:9]1, predict the reactants needed to synthesize it. The reactants are: CC([Si](C)(C)[O:6][CH2:7][C@H:8]1[N:18]2[C:19]3[N:10]([C:11](=[O:21])[CH:12]=[CH:13][C:14]=3[N:15]=[CH:16][C:17]2=[O:20])[CH2:9]1)(C)C. (2) Given the product [NH2:1][C:2]1[N:7]=[C:6]([C:8]2[O:9][CH:10]=[CH:11][CH:12]=2)[C:5]([C:13]#[N:14])=[C:4]([NH:23][CH2:22][CH2:21][O:20][CH3:19])[N:3]=1, predict the reactants needed to synthesize it. The reactants are: [NH2:1][C:2]1[N:7]=[C:6]([C:8]2[O:9][CH:10]=[CH:11][CH:12]=2)[C:5]([C:13]#[N:14])=[C:4](S(C)(=O)=O)[N:3]=1.[CH3:19][O:20][CH2:21][CH2:22][NH2:23]. (3) The reactants are: [C:1]1(=[C:8]([C:20]2[CH:25]=[CH:24][C:23]([OH:26])=[CH:22][CH:21]=2)[C:9]2[CH:14]=[CH:13][C:12](/[CH:15]=[CH:16]/[C:17](O)=[O:18])=[CH:11][CH:10]=2)[CH2:7][CH2:6][CH2:5][CH2:4][CH2:3][CH2:2]1.C(Cl)[Cl:28].C(Cl)(=O)C(Cl)=O. Given the product [C:1]1(=[C:8]([C:20]2[CH:25]=[CH:24][C:23]([OH:26])=[CH:22][CH:21]=2)[C:9]2[CH:14]=[CH:13][C:12](/[CH:15]=[CH:16]/[C:17]([Cl:28])=[O:18])=[CH:11][CH:10]=2)[CH2:7][CH2:6][CH2:5][CH2:4][CH2:3][CH2:2]1, predict the reactants needed to synthesize it. (4) Given the product [O:1]=[C:2]1[NH:6][C:5]2[CH:7]=[CH:8][C:9]([CH:11]([CH3:17])[C:12]([OH:14])=[O:13])=[CH:10][C:4]=2[NH:3]1, predict the reactants needed to synthesize it. The reactants are: [O:1]=[C:2]1[NH:6][C:5]2[CH:7]=[CH:8][C:9]([CH:11]([CH3:17])[C:12]([O:14]CC)=[O:13])=[CH:10][C:4]=2[NH:3]1.CCO.[OH-].[Na+].CC(O)=O. (5) Given the product [C:24]([O:21][CH2:20][CH2:19][CH2:18][CH2:17]/[C:16](/[CH3:22])=[CH:15]/[CH2:14][C:4]1[C:5]([CH3:13])=[C:6]([O:11][CH3:12])[C:7]([CH3:10])=[C:8]([CH3:9])[C:3]=1[O:2][CH3:1])(=[O:25])[CH3:23], predict the reactants needed to synthesize it. The reactants are: [CH3:1][O:2][C:3]1[C:8]([CH3:9])=[C:7]([CH3:10])[C:6]([O:11][CH3:12])=[C:5]([CH3:13])[C:4]=1[CH2:14]/[CH:15]=[C:16](\[CH3:22])/[CH2:17][CH2:18][CH2:19][CH2:20][OH:21].[CH3:23][C:24](OC(C)=O)=[O:25].